This data is from hERG potassium channel inhibition data for cardiac toxicity prediction from Karim et al.. The task is: Regression/Classification. Given a drug SMILES string, predict its toxicity properties. Task type varies by dataset: regression for continuous values (e.g., LD50, hERG inhibition percentage) or binary classification for toxic/non-toxic outcomes (e.g., AMES mutagenicity, cardiotoxicity, hepatotoxicity). Dataset: herg_karim. (1) The molecule is CN1CCN(C)C(C(=O)N2CCN(C(=O)Nc3ccc(Cl)c(Cl)c3)CC2)C1. The result is 0 (non-blocker). (2) The drug is Cn1cnc2c(F)c(Nc3ccc(Br)cc3Cl)c(C(=O)NOCCO)cc21. The result is 0 (non-blocker). (3) The molecule is CN1C[C@@H]2C[C@H]1CN2c1ncc(-c2cccc3[nH]ccc23)cn1. The result is 0 (non-blocker). (4) The result is 1 (blocker). The compound is COc1ccc2ncc(F)c(C(O)CN3CCC(NCc4cc5c(cn4)OCCO5)CC3)c2n1. (5) The molecule is O=C1COc2ccccc2N1CCN1CCC(NCc2cc3c(cn2)OCCO3)CC1. The result is 0 (non-blocker). (6) The compound is COc1cccnc1Cn1ccc2nc(N)nc(OCc3ncc(C)o3)c21. The result is 1 (blocker).